This data is from NCI-60 drug combinations with 297,098 pairs across 59 cell lines. The task is: Regression. Given two drug SMILES strings and cell line genomic features, predict the synergy score measuring deviation from expected non-interaction effect. (1) Drug 1: CN1C(=O)N2C=NC(=C2N=N1)C(=O)N. Drug 2: C1CC(=O)NC(=O)C1N2C(=O)C3=CC=CC=C3C2=O. Cell line: DU-145. Synergy scores: CSS=-3.81, Synergy_ZIP=3.95, Synergy_Bliss=3.10, Synergy_Loewe=2.76, Synergy_HSA=-1.72. (2) Drug 1: C1=CN(C(=O)N=C1N)C2C(C(C(O2)CO)O)O.Cl. Drug 2: CC1C(C(CC(O1)OC2CC(OC(C2O)C)OC3=CC4=CC5=C(C(=O)C(C(C5)C(C(=O)C(C(C)O)O)OC)OC6CC(C(C(O6)C)O)OC7CC(C(C(O7)C)O)OC8CC(C(C(O8)C)O)(C)O)C(=C4C(=C3C)O)O)O)O. Cell line: SK-MEL-28. Synergy scores: CSS=60.8, Synergy_ZIP=-5.47, Synergy_Bliss=-5.12, Synergy_Loewe=-6.33, Synergy_HSA=-5.53. (3) Drug 1: COCCOC1=C(C=C2C(=C1)C(=NC=N2)NC3=CC=CC(=C3)C#C)OCCOC.Cl. Drug 2: B(C(CC(C)C)NC(=O)C(CC1=CC=CC=C1)NC(=O)C2=NC=CN=C2)(O)O. Cell line: NCI-H460. Synergy scores: CSS=55.7, Synergy_ZIP=31.2, Synergy_Bliss=29.4, Synergy_Loewe=30.0, Synergy_HSA=28.9. (4) Drug 1: C1CCC(C1)C(CC#N)N2C=C(C=N2)C3=C4C=CNC4=NC=N3. Drug 2: C1CC(C1)(C(=O)O)C(=O)O.[NH2-].[NH2-].[Pt+2]. Cell line: MDA-MB-435. Synergy scores: CSS=7.53, Synergy_ZIP=1.28, Synergy_Bliss=9.90, Synergy_Loewe=3.40, Synergy_HSA=3.92. (5) Drug 1: CC1=C2C(C(=O)C3(C(CC4C(C3C(C(C2(C)C)(CC1OC(=O)C(C(C5=CC=CC=C5)NC(=O)OC(C)(C)C)O)O)OC(=O)C6=CC=CC=C6)(CO4)OC(=O)C)OC)C)OC. Drug 2: CC(C1=C(C=CC(=C1Cl)F)Cl)OC2=C(N=CC(=C2)C3=CN(N=C3)C4CCNCC4)N. Cell line: NCI-H226. Synergy scores: CSS=45.6, Synergy_ZIP=13.3, Synergy_Bliss=13.0, Synergy_Loewe=0.160, Synergy_HSA=13.8. (6) Drug 1: CS(=O)(=O)C1=CC(=C(C=C1)C(=O)NC2=CC(=C(C=C2)Cl)C3=CC=CC=N3)Cl. Drug 2: N.N.Cl[Pt+2]Cl. Cell line: NCI/ADR-RES. Synergy scores: CSS=6.77, Synergy_ZIP=-1.84, Synergy_Bliss=1.42, Synergy_Loewe=-1.07, Synergy_HSA=-0.987. (7) Drug 1: C1=CC=C(C(=C1)C(C2=CC=C(C=C2)Cl)C(Cl)Cl)Cl. Drug 2: C(CN)CNCCSP(=O)(O)O. Cell line: UO-31. Synergy scores: CSS=2.18, Synergy_ZIP=-1.32, Synergy_Bliss=-2.36, Synergy_Loewe=0.407, Synergy_HSA=-2.71. (8) Drug 1: C1CC(=O)NC(=O)C1N2CC3=C(C2=O)C=CC=C3N. Drug 2: C1=NC2=C(N=C(N=C2N1C3C(C(C(O3)CO)O)F)Cl)N. Cell line: OVCAR-4. Synergy scores: CSS=-1.79, Synergy_ZIP=-2.88, Synergy_Bliss=-4.66, Synergy_Loewe=-10.8, Synergy_HSA=-5.03. (9) Drug 1: C#CCC(CC1=CN=C2C(=N1)C(=NC(=N2)N)N)C3=CC=C(C=C3)C(=O)NC(CCC(=O)O)C(=O)O. Drug 2: C(CC(=O)O)C(=O)CN.Cl. Cell line: M14. Synergy scores: CSS=18.0, Synergy_ZIP=-3.26, Synergy_Bliss=-2.53, Synergy_Loewe=-2.55, Synergy_HSA=-2.51. (10) Drug 1: CNC(=O)C1=CC=CC=C1SC2=CC3=C(C=C2)C(=NN3)C=CC4=CC=CC=N4. Drug 2: CC1=C(C(=CC=C1)Cl)NC(=O)C2=CN=C(S2)NC3=CC(=NC(=N3)C)N4CCN(CC4)CCO. Cell line: K-562. Synergy scores: CSS=94.6, Synergy_ZIP=11.2, Synergy_Bliss=10.5, Synergy_Loewe=10.2, Synergy_HSA=12.7.